This data is from Catalyst prediction with 721,799 reactions and 888 catalyst types from USPTO. The task is: Predict which catalyst facilitates the given reaction. Reactant: [CH3:1][C:2]1[CH:7]=[CH:6][CH:5]=[CH:4][C:3]=1[N:8]1[C:12](=[O:13])[NH:11][N:10]=[N:9]1.[CH3:14]N(C)C=O.[H-].[Na+].CI. Product: [CH3:1][C:2]1[CH:7]=[CH:6][CH:5]=[CH:4][C:3]=1[N:8]1[C:12](=[O:13])[N:11]([CH3:14])[N:10]=[N:9]1. The catalyst class is: 6.